This data is from Forward reaction prediction with 1.9M reactions from USPTO patents (1976-2016). The task is: Predict the product of the given reaction. (1) Given the reactants [NH:1]1[CH:5]=[CH:4][CH:3]=[C:2]1[CH:6]=O.[CH3:8][O:9][CH2:10][CH2:11][NH2:12].[C:13]1(=[O:24])[O:19][C:17](=O)[C:16]2=[CH:20][CH:21]=[CH:22][CH:23]=[C:15]2[CH2:14]1.[CH3:25][O:26][C:27]1[CH:28]=[C:29]([CH:31]=[CH:32][CH:33]=1)[NH2:30], predict the reaction product. The product is: [CH3:8][O:9][CH2:10][CH2:11][N:12]1[CH:6]([C:2]2[NH:1][CH:5]=[CH:4][CH:3]=2)[CH:14]([C:13]([NH:30][C:29]2[CH:31]=[CH:32][CH:33]=[C:27]([O:26][CH3:25])[CH:28]=2)=[O:24])[C:15]2[C:16](=[CH:20][CH:21]=[CH:22][CH:23]=2)[C:17]1=[O:19]. (2) Given the reactants [CH2:1]([N:3]([CH2:20][CH3:21])[CH2:4][CH2:5][NH:6]C(C1C=CC2C(=CC=C(I)C=2)C=1)=O)[CH3:2].[I:22][C:23]1[CH:24]=[C:25]2[C:29](=[CH:30][CH:31]=1)[NH:28][C:27]([C:32]([O:34]CC)=O)=[CH:26]2.[K+].[Br-], predict the reaction product. The product is: [CH2:1]([N:3]([CH2:20][CH3:21])[CH2:4][CH2:5][NH:6][C:32]([C:27]1[NH:28][C:29]2[C:25]([CH:26]=1)=[CH:24][C:23]([I:22])=[CH:31][CH:30]=2)=[O:34])[CH3:2]. (3) The product is: [F:17][C:18]1[CH:19]=[C:20]([N:38]2[CH2:42][C@H:41]([CH2:43][N:44]3[CH:48]=[CH:47][N:46]=[N:45]3)[O:40][C:39]2=[O:49])[CH:21]=[CH:22][C:23]=1[C:2]1[CH:7]=[N:6][C:5]([C:8]2[CH2:12][CH:11]([C:13]([OH:16])([CH3:15])[CH3:14])[O:10][N:9]=2)=[CH:4][CH:3]=1. Given the reactants Br[C:2]1[CH:3]=[CH:4][C:5]([C:8]2[CH2:12][CH:11]([C:13]([OH:16])([CH3:15])[CH3:14])[O:10][N:9]=2)=[N:6][CH:7]=1.[F:17][C:18]1[CH:19]=[C:20]([N:38]2[CH2:42][C@H:41]([CH2:43][N:44]3[CH:48]=[CH:47][N:46]=[N:45]3)[O:40][C:39]2=[O:49])[CH:21]=[CH:22][C:23]=1C1C=[N+]([O-])C(C2CC(CO)ON=2)=CC=1.C(=O)([O-])[O-].[K+].[K+], predict the reaction product.